This data is from Reaction yield outcomes from USPTO patents with 853,638 reactions. The task is: Predict the reaction yield, written as a fraction of the theoretical maximum amount of product (1.0 means a 100% yield; for example, 0.34 means a 34% yield). (1) The product is [Br:16][C:17]1[CH:18]=[C:19]([CH:23]=[C:24]([Br:26])[CH:25]=1)[C:20]([N:14]([CH2:13][C@H:9]([C:6]1[CH:7]=[CH:8][C:3]([F:2])=[CH:4][CH:5]=1)[CH2:10][CH2:11][OH:12])[CH3:15])=[O:21]. The reactants are O.[F:2][C:3]1[CH:8]=[CH:7][C:6]([C@@H:9]([CH2:13][NH:14][CH3:15])[CH2:10][CH2:11][OH:12])=[CH:5][CH:4]=1.[Br:16][C:17]1[CH:18]=[C:19]([CH:23]=[C:24]([Br:26])[CH:25]=1)[C:20](Cl)=[O:21]. The catalyst is C1(C)C=CC=CC=1.[OH-].[Na+]. The yield is 1.06. (2) The reactants are Br[C:2]1[C:7](=[O:8])[N:6]([CH2:9][C:10]2[CH:15]=[CH:14][C:13]([C:16]3[C:17]([C:22]#[N:23])=[CH:18][CH:19]=[CH:20][CH:21]=3)=[CH:12][CH:11]=2)[C:5]([CH2:24][CH2:25][CH3:26])=[N:4][C:3]=1[CH2:27][CH3:28].[Si:29]([O:36][CH2:37][C:38]([CH3:50])([CH3:49])[O:39][C:40]1[CH:45]=[CH:44][C:43](B(O)O)=[CH:42][CH:41]=1)([C:32]([CH3:35])([CH3:34])[CH3:33])([CH3:31])[CH3:30].C(=O)([O-])[O-].[Cs+].[Cs+].O1CCOCC1. The catalyst is C(OCC)(=O)C.C1C=CC(P(C2C=CC=CC=2)[C-]2C=CC=C2)=CC=1.C1C=CC(P(C2C=CC=CC=2)[C-]2C=CC=C2)=CC=1.Cl[Pd]Cl.[Fe+2].ClCCl. The product is [Si:29]([O:36][CH2:37][C:38]([CH3:50])([CH3:49])[O:39][C:40]1[CH:41]=[CH:42][C:43]([C:2]2[C:7](=[O:8])[N:6]([CH2:9][C:10]3[CH:15]=[CH:14][C:13]([C:16]4[C:17]([C:22]#[N:23])=[CH:18][CH:19]=[CH:20][CH:21]=4)=[CH:12][CH:11]=3)[C:5]([CH2:24][CH2:25][CH3:26])=[N:4][C:3]=2[CH2:27][CH3:28])=[CH:44][CH:45]=1)([C:32]([CH3:35])([CH3:34])[CH3:33])([CH3:31])[CH3:30]. The yield is 0.850. (3) The catalyst is C1COCC1.C(OCC)(=O)C. The yield is 0.620. The product is [OH:5][NH:6][C:7](=[O:21])[C:8]1[CH:9]=[CH:10][C:11]([C:14]2[CH:19]=[CH:18][CH:17]=[C:16]([NH:20][C:29]([CH2:28][C:22]3[CH:27]=[CH:26][CH:25]=[CH:24][CH:23]=3)=[O:30])[CH:15]=2)=[CH:12][CH:13]=1. The reactants are C([O:5][NH:6][C:7](=[O:21])[C:8]1[CH:13]=[CH:12][C:11]([C:14]2[CH:19]=[CH:18][CH:17]=[C:16]([NH2:20])[CH:15]=2)=[CH:10][CH:9]=1)(C)(C)C.[C:22]1([CH2:28][C:29](O)=[O:30])[CH:27]=[CH:26][CH:25]=[CH:24][CH:23]=1.C1N(P(Cl)(N2C(=O)OCC2)=O)C(=O)OC1. (4) The reactants are [Cl:1][C:2]1[CH:10]=[CH:9][C:8]2[C:4](=[CH:5][NH:6][N:7]=2)[C:3]=1[C:11]([O:13][CH3:14])=[O:12].F[B-](F)(F)F.[CH3:20][O+](C)C. The catalyst is C(OCC)(=O)C.O. The product is [Cl:1][C:2]1[CH:10]=[CH:9][C:8]2[C:4](=[CH:5][N:6]([CH3:20])[N:7]=2)[C:3]=1[C:11]([O:13][CH3:14])=[O:12]. The yield is 0.790. (5) The reactants are N(C(OC(C)C)=O)=NC(OC(C)C)=O.[CH3:15][O:16][C:17]([C:19]1[S:20][C:21]([CH2:24][CH2:25][CH2:26][C@H:27]2[CH2:31][CH2:30][CH:29]=[C:28]2[C:32]2[CH:37]=[CH:36][C:35]([C@@H:38]([OH:44])[CH2:39][CH2:40][CH2:41][CH2:42][CH3:43])=[CH:34][CH:33]=2)=[CH:22][CH:23]=1)=[O:18].C1C=CC(P(C2C=CC=CC=2)C2C=CC=CC=2)=CC=1.[N+:64]([C:67]1[CH:75]=[CH:74][C:70]([C:71](O)=[O:72])=[CH:69][CH:68]=1)([O-:66])=[O:65].C([O-])(O)=O.[Na+]. The catalyst is C1COCC1. The product is [CH3:15][O:16][C:17]([C:19]1[S:20][C:21]([CH2:24][CH2:25][CH2:26][C@H:27]2[CH2:31][CH2:30][CH:29]=[C:28]2[C:32]2[CH:33]=[CH:34][C:35]([C@H:38]([O:44][C:71](=[O:72])[C:70]3[CH:69]=[CH:68][C:67]([N+:64]([O-:66])=[O:65])=[CH:75][CH:74]=3)[CH2:39][CH2:40][CH2:41][CH2:42][CH3:43])=[CH:36][CH:37]=2)=[CH:22][CH:23]=1)=[O:18]. The yield is 0.630. (6) The reactants are [OH-].[Na+].[Cl:3][C:4]1[CH:5]=[C:6]([CH:24]=[CH:25][C:26]=1[NH:27][C:28]([NH:30][CH:31]1[CH2:33][CH2:32]1)=[O:29])[O:7][C:8]1[C:17]2[C:12](=[CH:13][C:14]([O:22][CH3:23])=[C:15]([C:18]([O:20]C)=[O:19])[CH:16]=2)[N:11]=[CH:10][CH:9]=1.Cl. The catalyst is CO. The product is [Cl:3][C:4]1[CH:5]=[C:6]([CH:24]=[CH:25][C:26]=1[NH:27][C:28]([NH:30][CH:31]1[CH2:33][CH2:32]1)=[O:29])[O:7][C:8]1[C:17]2[C:12](=[CH:13][C:14]([O:22][CH3:23])=[C:15]([C:18]([OH:20])=[O:19])[CH:16]=2)[N:11]=[CH:10][CH:9]=1. The yield is 0.946.